Dataset: Catalyst prediction with 721,799 reactions and 888 catalyst types from USPTO. Task: Predict which catalyst facilitates the given reaction. (1) Reactant: [F:1][C:2]([F:19])([F:18])[C:3]([C:5]1[CH:17]=[CH:16][C:8]2[S:9][C:10]([C:12]([O:14]C)=[O:13])=[CH:11][C:7]=2[CH:6]=1)=[O:4].O.[OH-].[Li+].O. Product: [F:19][C:2]([F:1])([F:18])[C:3]([C:5]1[CH:17]=[CH:16][C:8]2[S:9][C:10]([C:12]([OH:14])=[O:13])=[CH:11][C:7]=2[CH:6]=1)=[O:4]. The catalyst class is: 5. (2) Reactant: [CH3:1][N:2]1[C:10]2[C:9](=[O:11])[N:8]([CH2:12][CH2:13][O:14][C:15]3[CH:20]=[CH:19][C:18]([CH2:21][CH:22]([O:26][CH2:27][CH3:28])[C:23]([OH:25])=[O:24])=[CH:17][CH:16]=3)[C:7]([CH2:29][CH3:30])=[N:6][C:5]=2[C:4]([CH2:31][CH2:32][CH3:33])=[N:3]1.[OH-].[Ca+2:35].[OH-]. Product: [Ca+2:35].[CH3:1][N:2]1[C:10]2[C:9](=[O:11])[N:8]([CH2:12][CH2:13][O:14][C:15]3[CH:20]=[CH:19][C:18]([CH2:21][CH:22]([O:26][CH2:27][CH3:28])[C:23]([O-:25])=[O:24])=[CH:17][CH:16]=3)[C:7]([CH2:29][CH3:30])=[N:6][C:5]=2[C:4]([CH2:31][CH2:32][CH3:33])=[N:3]1.[CH3:1][N:2]1[C:10]2[C:9](=[O:11])[N:8]([CH2:12][CH2:13][O:14][C:15]3[CH:20]=[CH:19][C:18]([CH2:21][CH:22]([O:26][CH2:27][CH3:28])[C:23]([O-:25])=[O:24])=[CH:17][CH:16]=3)[C:7]([CH2:29][CH3:30])=[N:6][C:5]=2[C:4]([CH2:31][CH2:32][CH3:33])=[N:3]1.[CH3:1][N:2]1[C:10]2[C:9](=[O:11])[N:8]([CH2:12][CH2:13][O:14][C:15]3[CH:20]=[CH:19][C:18]([CH2:21][CH:22]([O:26][CH2:27][CH3:28])[C:23]([OH:25])=[O:24])=[CH:17][CH:16]=3)[C:7]([CH2:29][CH3:30])=[N:6][C:5]=2[C:4]([CH2:31][CH2:32][CH3:33])=[N:3]1. The catalyst class is: 5. (3) Reactant: [Br:1][C:2]1[C:3]([CH3:10])=[C:4]([CH3:9])[C:5](=[O:8])[NH:6][CH:7]=1.[H-].[Na+].[CH3:13]I.[NH4+].[Cl-]. Product: [Br:1][C:2]1[C:3]([CH3:10])=[C:4]([CH3:9])[C:5](=[O:8])[N:6]([CH3:13])[CH:7]=1. The catalyst class is: 1. (4) Reactant: [NH2:1][C:2]1[S:3][C:4]2[C:10](=[O:11])[CH2:9][CH2:8][CH2:7][C:5]=2[N:6]=1.C(N(CC)CC)C.[CH2:19]([N:21]=[C:22]=[O:23])[CH3:20].CCOCC. Product: [O:11]=[C:10]1[C:4]2[S:3][C:2]([NH:1][C:22]([NH:21][CH2:19][CH3:20])=[O:23])=[N:6][C:5]=2[CH2:7][CH2:8][CH2:9]1. The catalyst class is: 3. (5) Reactant: [I:1]([O-])(=O)=O.[K+].[CH3:6][O:7][C:8]1[CH:13]=[CH:12][C:11]([N:14]2[C:26]3[CH:25]=[CH:24][CH:23]=[CH:22][C:21]=3[C:20]3[C:15]2=[CH:16][CH:17]=[CH:18][CH:19]=3)=[CH:10][CH:9]=1.[I-:27].[K+]. Product: [I:27][C:23]1[CH:24]=[CH:25][C:26]2[N:14]([C:11]3[CH:10]=[CH:9][C:8]([O:7][CH3:6])=[CH:13][CH:12]=3)[C:15]3[C:20]([C:21]=2[CH:22]=1)=[CH:19][C:18]([I:1])=[CH:17][CH:16]=3. The catalyst class is: 15. (6) Product: [Br:11][C:12]1[CH:13]=[C:14]2[C:18](=[CH:19][CH:20]=1)[N:17]([Si:24]([CH:28]([CH3:30])[CH3:29])([CH:25]([CH3:27])[CH3:26])[CH:21]([CH3:23])[CH3:22])[CH:16]=[CH:15]2. Reactant: C[Si](C)(C)N[Si](C)(C)C.[Li].[Br:11][C:12]1[CH:13]=[C:14]2[C:18](=[CH:19][CH:20]=1)[NH:17][CH:16]=[CH:15]2.[CH:21]([Si:24](Cl)([CH:28]([CH3:30])[CH3:29])[CH:25]([CH3:27])[CH3:26])([CH3:23])[CH3:22].O. The catalyst class is: 7. (7) Reactant: [C:1]([C:3]1[CH:8]=[CH:7][N:6]=[C:5]([O:9][C@H:10]2[CH2:15][N:14](C(OC(C)(C)C)=O)[C@H:13]([CH3:23])[CH2:12][CH2:11]2)[C:4]=1[O:24][CH3:25])#[N:2].[ClH:26]. Product: [ClH:26].[CH3:25][O:24][C:4]1[C:5]([O:9][C@@H:10]2[CH2:11][CH2:12][C@@H:13]([CH3:23])[NH:14][CH2:15]2)=[N:6][CH:7]=[CH:8][C:3]=1[C:1]#[N:2]. The catalyst class is: 2. (8) Reactant: [NH2:1][C:2]([C:9]1[CH:14]=[C:13]([Br:15])[CH:12]=[CH:11][C:10]=1[F:16])([CH3:8])[C:3]([F:7])([F:6])[CH2:4][OH:5].C([O-])([O-])=O.[Na+].[Na+].[Cl:23][CH2:24][C:25](Cl)=[O:26].C([O-])([O-])=O.[K+].[K+]. Product: [Br:15][C:13]1[CH:12]=[CH:11][C:10]([F:16])=[C:9]([C:2]([NH:1][C:25](=[O:26])[CH2:24][Cl:23])([C:3]([F:6])([F:7])[CH2:4][OH:5])[CH3:8])[CH:14]=1. The catalyst class is: 61.